Dataset: Volume of distribution at steady state (VDss) regression data from Lombardo et al.. Task: Regression/Classification. Given a drug SMILES string, predict its absorption, distribution, metabolism, or excretion properties. Task type varies by dataset: regression for continuous measurements (e.g., permeability, clearance, half-life) or binary classification for categorical outcomes (e.g., BBB penetration, CYP inhibition). For this dataset (vdss_lombardo), we predict log10(VDss) (log10 of volume of distribution in L/kg). The log10(VDss) is 0.150. The drug is CC1CCCC(C)[NH+]1CCCC(O)(c1ccccc1)c1ccccn1.